Dataset: Reaction yield outcomes from USPTO patents with 853,638 reactions. Task: Predict the reaction yield, written as a fraction of the theoretical maximum amount of product (1.0 means a 100% yield; for example, 0.34 means a 34% yield). (1) The reactants are [CH:1]1([CH2:4][O:5][NH:6][C:7]([C:9]2[C:22]([NH:23][C:24]3[CH:29]=[CH:28][C:27]([Br:30])=[CH:26][C:25]=3[Cl:31])=[C:21]([F:32])[C:12]3[N:13]=[CH:14][N:15]([CH2:16][CH2:17][CH2:18][CH2:19]Cl)[C:11]=3[CH:10]=2)=[O:8])[CH2:3][CH2:2]1.[I-].[Na+].[CH3:35][N:36]1[CH2:41][CH2:40][NH:39][CH2:38][CH2:37]1. The catalyst is C(OCC)(=O)C. The product is [CH:1]1([CH2:4][O:5][NH:6][C:7]([C:9]2[C:22]([NH:23][C:24]3[CH:29]=[CH:28][C:27]([Br:30])=[CH:26][C:25]=3[Cl:31])=[C:21]([F:32])[C:12]3[N:13]=[CH:14][N:15]([CH2:16][CH2:17][CH2:18][CH2:19][N:39]4[CH2:40][CH2:41][N:36]([CH3:35])[CH2:37][CH2:38]4)[C:11]=3[CH:10]=2)=[O:8])[CH2:2][CH2:3]1. The yield is 0.720. (2) The reactants are [F:1][C:2]([F:19])([F:18])[C:3]1[CH:8]=[CH:7][C:6]([C:9]#[C:10]/[CH:11]=[CH:12]/[C:13](OCC)=[O:14])=[CH:5][CH:4]=1.[H-].C([Al+]CC(C)C)C(C)C.C1(C)C=CC=CC=1. The catalyst is C1(C)C=CC=CC=1. The product is [F:1][C:2]([F:18])([F:19])[C:3]1[CH:4]=[CH:5][C:6]([C:9]#[C:10]/[CH:11]=[CH:12]/[CH2:13][OH:14])=[CH:7][CH:8]=1. The yield is 0.870. (3) The reactants are [NH2:1][C:2]1[CH:10]=[CH:9][CH:8]=[C:7]([F:11])[C:3]=1[C:4]([OH:6])=O.[NH2:12][CH2:13][CH2:14][CH2:15][C@H:16]1[O:20][C:19](=[O:21])[N:18]([C:22]2[CH:23]=[CH:24][C:25]3[S:30][CH2:29][C:28](=[O:31])[NH:27][C:26]=3[CH:32]=2)[CH2:17]1. The product is [NH2:1][C:2]1[CH:10]=[CH:9][CH:8]=[C:7]([F:11])[C:3]=1[C:4]([NH:12][CH2:13][CH2:14][CH2:15][C@H:16]1[O:20][C:19](=[O:21])[N:18]([C:22]2[CH:23]=[CH:24][C:25]3[S:30][CH2:29][C:28](=[O:31])[NH:27][C:26]=3[CH:32]=2)[CH2:17]1)=[O:6]. No catalyst specified. The yield is 0.830. (4) The reactants are S(Cl)(Cl)=O.S1C=CC=C1CC(O)=O.S1C=CC=C1CC(Cl)=O.[CH3:23][O:24][C:25]1[CH:26]=[C:27]2[C:32](=[CH:33][C:34]=1[O:35][CH3:36])[N:31]=[CH:30][CH:29]=[C:28]2[O:37][C:38]1[CH:44]=[CH:43][C:41]([NH2:42])=[CH:40][CH:39]=1.[S:45]1[CH:49]=[CH:48][CH:47]=[C:46]1[CH2:50][C:51]([N:53]=[C:54]=[S:55])=[O:52]. The catalyst is C1(C)C=CC=CC=1.C(O)C. The product is [CH3:23][O:24][C:25]1[CH:26]=[C:27]2[C:32](=[CH:33][C:34]=1[O:35][CH3:36])[N:31]=[CH:30][CH:29]=[C:28]2[O:37][C:38]1[CH:44]=[CH:43][C:41]([NH:42][C:54]([NH:53][C:51](=[O:52])[CH2:50][C:46]2[S:45][CH:49]=[CH:48][CH:47]=2)=[S:55])=[CH:40][CH:39]=1. The yield is 0.540. (5) The reactants are [NH2:1][C:2]1[NH:6][N:5]=[C:4]([NH:7][C:8]2[CH:9]=[N:10][CH:11]=[CH:12][CH:13]=2)[C:3]=1[C:14]#[N:15].[OH:16][C:17]1[CH:24]=[CH:23][C:20]([CH:21]=O)=[CH:19][CH:18]=1. The catalyst is CCO.N1CCCCC1. The product is [OH:16][C:17]1[CH:24]=[CH:23][C:20]([CH:21]=[N:1][C:2]2[NH:6][N:5]=[C:4]([NH:7][C:8]3[CH:9]=[N:10][CH:11]=[CH:12][CH:13]=3)[C:3]=2[C:14]#[N:15])=[CH:19][CH:18]=1. The yield is 0.530. (6) The reactants are [C:1]1([C:7]2[CH:12]=[CH:11][N:10]=[C:9]([C:13]3[C:17]4[C:18]([NH:22][CH:23]([CH3:25])[CH3:24])=[N:19][CH:20]=[CH:21][C:16]=4[N:15](CC4C=CC(OC)=CC=4)[N:14]=3)[CH:8]=2)[CH2:6][CH2:5][CH2:4][CH2:3][CH:2]=1.ClC1C=CN=C(C2C3C(NC(C)C)=NC=CC=3N(CC3C=CC(OC)=CC=3)N=2)C=1.C1(B2OC(C)(C)C(C)(C)O2)CCCC=C1.C([O-])([O-])=O.[Na+].[Na+]. The catalyst is CC#N. The product is [CH:1]1([C:7]2[CH:12]=[CH:11][N:10]=[C:9]([C:13]3[C:17]4[C:18]([NH:22][CH:23]([CH3:25])[CH3:24])=[N:19][CH:20]=[CH:21][C:16]=4[NH:15][N:14]=3)[CH:8]=2)[CH2:2][CH2:3][CH2:4][CH2:5][CH2:6]1. The yield is 0.200. (7) The reactants are [NH4+].[N:2]#[C:3][S-:4].[OH:5][C:6]1[CH:12]=[CH:11][C:9]([NH2:10])=[CH:8][C:7]=1[CH3:13]. The catalyst is Cl.O. The product is [OH:5][C:6]1[CH:12]=[CH:11][C:9]([NH:10][C:3]([NH2:2])=[S:4])=[CH:8][C:7]=1[CH3:13]. The yield is 0.130.